From a dataset of Peptide-MHC class I binding affinity with 185,985 pairs from IEDB/IMGT. Regression. Given a peptide amino acid sequence and an MHC pseudo amino acid sequence, predict their binding affinity value. This is MHC class I binding data. (1) The peptide sequence is SLYYTVATL. The MHC is HLA-A68:02 with pseudo-sequence HLA-A68:02. The binding affinity (normalized) is 0.0206. (2) The peptide sequence is NSHQRSDSSL. The MHC is H-2-Db with pseudo-sequence H-2-Db. The binding affinity (normalized) is 0.0459. (3) The peptide sequence is KPCIKVATV. The MHC is HLA-B53:01 with pseudo-sequence HLA-B53:01. The binding affinity (normalized) is 0. (4) The MHC is HLA-A25:01 with pseudo-sequence HLA-A25:01. The peptide sequence is PSYQLPLPM. The binding affinity (normalized) is 0.0847. (5) The peptide sequence is SIVCIVAAVI. The MHC is HLA-A02:06 with pseudo-sequence HLA-A02:06. The binding affinity (normalized) is 0.201. (6) The binding affinity (normalized) is 0.235. The MHC is HLA-A29:02 with pseudo-sequence HLA-A29:02. The peptide sequence is YFESYVRPFV. (7) The peptide sequence is IIIVAVHVAS. The MHC is Mamu-A2201 with pseudo-sequence Mamu-A2201. The binding affinity (normalized) is 0.0128. (8) The peptide sequence is KQWSWFSLL. The MHC is HLA-C06:02 with pseudo-sequence HLA-C06:02. The binding affinity (normalized) is 0.0847. (9) The peptide sequence is YLRNAGAAM. The MHC is HLA-B15:01 with pseudo-sequence HLA-B15:01. The binding affinity (normalized) is 0.683. (10) The peptide sequence is AMITYITRK. The MHC is HLA-B46:01 with pseudo-sequence HLA-B46:01. The binding affinity (normalized) is 0.0847.